Task: Regression. Given two drug SMILES strings and cell line genomic features, predict the synergy score measuring deviation from expected non-interaction effect.. Dataset: NCI-60 drug combinations with 297,098 pairs across 59 cell lines (1) Drug 2: C1C(C(OC1N2C=NC(=NC2=O)N)CO)O. Cell line: SK-MEL-28. Drug 1: CC1=C(C=C(C=C1)NC(=O)C2=CC=C(C=C2)CN3CCN(CC3)C)NC4=NC=CC(=N4)C5=CN=CC=C5. Synergy scores: CSS=-1.86, Synergy_ZIP=2.70, Synergy_Bliss=1.01, Synergy_Loewe=-0.505, Synergy_HSA=-2.48. (2) Drug 1: C1=CC=C(C(=C1)C(C2=CC=C(C=C2)Cl)C(Cl)Cl)Cl. Drug 2: C1=NC2=C(N=C(N=C2N1C3C(C(C(O3)CO)O)F)Cl)N. Cell line: DU-145. Synergy scores: CSS=-0.965, Synergy_ZIP=9.08, Synergy_Bliss=14.1, Synergy_Loewe=-4.01, Synergy_HSA=2.80. (3) Drug 1: C1=NNC2=C1C(=O)NC=N2. Drug 2: CC1=C(C(=O)C2=C(C1=O)N3CC4C(C3(C2COC(=O)N)OC)N4)N. Cell line: NCI/ADR-RES. Synergy scores: CSS=15.5, Synergy_ZIP=-1.09, Synergy_Bliss=1.57, Synergy_Loewe=-15.4, Synergy_HSA=-2.07. (4) Drug 1: C1CN1C2=NC(=NC(=N2)N3CC3)N4CC4. Drug 2: C1CC(=O)NC(=O)C1N2CC3=C(C2=O)C=CC=C3N. Cell line: SR. Synergy scores: CSS=62.9, Synergy_ZIP=-0.493, Synergy_Bliss=-0.874, Synergy_Loewe=-0.795, Synergy_HSA=1.15.